The task is: Predict the product of the given reaction.. This data is from Forward reaction prediction with 1.9M reactions from USPTO patents (1976-2016). (1) Given the reactants C(OC(=O)[NH:7][CH2:8][C:9]1[CH:14]=[CH:13][N:12]=[C:11]([Cl:15])[N:10]=1)(C)(C)C.Cl.O1CCOCC1.CCOCC, predict the reaction product. The product is: [ClH:15].[Cl:15][C:11]1[N:10]=[C:9]([CH2:8][NH2:7])[CH:14]=[CH:13][N:12]=1. (2) Given the reactants [C:1]([O:5][C:6](=[O:19])[CH2:7][O:8][C:9]1[CH:14]=[CH:13][C:12]([N+:15]([O-:17])=[O:16])=[CH:11][C:10]=1Br)([CH3:4])([CH3:3])[CH3:2].[C:20]1(B(O)O)[CH:25]=[CH:24][CH:23]=[CH:22][CH:21]=1.[F-].[Cs+], predict the reaction product. The product is: [N+:15]([C:12]1[CH:13]=[CH:14][C:9]([O:8][CH2:7][C:6]([O:5][C:1]([CH3:4])([CH3:3])[CH3:2])=[O:19])=[C:10]([C:20]2[CH:25]=[CH:24][CH:23]=[CH:22][CH:21]=2)[CH:11]=1)([O-:17])=[O:16].